This data is from Full USPTO retrosynthesis dataset with 1.9M reactions from patents (1976-2016). The task is: Predict the reactants needed to synthesize the given product. (1) The reactants are: [Na].[CH:2]1([SH:7])[CH2:6][CH2:5][CH2:4][CH2:3]1.[N+:8]([C:11]1[CH:12]=[C:13]([CH:16]=[CH:17][CH:18]=1)[CH2:14]Cl)([O-:10])=[O:9]. Given the product [CH:2]1([S:7][CH2:14][C:13]2[CH:16]=[CH:17][CH:18]=[C:11]([N+:8]([O-:10])=[O:9])[CH:12]=2)[CH2:6][CH2:5][CH2:4][CH2:3]1, predict the reactants needed to synthesize it. (2) Given the product [N+:8]([C:7]1[C:2]([N:14]2[CH2:19][CH2:18][CH2:17][C@H:16]([NH:20][C:21](=[O:27])[O:22][C:23]([CH3:25])([CH3:24])[CH3:26])[CH2:15]2)=[C:3]2[S:13][CH:12]=[CH:11][C:4]2=[N:5][CH:6]=1)([O-:10])=[O:9], predict the reactants needed to synthesize it. The reactants are: Cl[C:2]1[C:7]([N+:8]([O-:10])=[O:9])=[CH:6][N:5]=[C:4]2[CH:11]=[CH:12][S:13][C:3]=12.[NH:14]1[CH2:19][CH2:18][CH2:17][C@H:16]([NH:20][C:21](=[O:27])[O:22][C:23]([CH3:26])([CH3:25])[CH3:24])[CH2:15]1.CCN(C(C)C)C(C)C. (3) Given the product [S:31]1[CH:32]=[CH:33][N:34]=[C:30]1[NH:29][C:13]([C:12]1[S:11][C:10]([N:16]2[C:20]3[CH:21]=[C:22]([O:27][CH3:28])[C:23]([O:25][CH3:26])=[CH:24][C:19]=3[N:18]=[CH:17]2)=[N:9][C:8]=1[C:4]1[CH:5]=[CH:6][CH:7]=[C:2]([Cl:1])[CH:3]=1)=[O:14], predict the reactants needed to synthesize it. The reactants are: [Cl:1][C:2]1[CH:3]=[C:4]([C:8]2[N:9]=[C:10]([N:16]3[C:20]4[CH:21]=[C:22]([O:27][CH3:28])[C:23]([O:25][CH3:26])=[CH:24][C:19]=4[N:18]=[CH:17]3)[S:11][C:12]=2[C:13](O)=[O:14])[CH:5]=[CH:6][CH:7]=1.[NH2:29][C:30]1[S:31][CH:32]=[CH:33][N:34]=1. (4) Given the product [Br:1][C:2]1[CH:11]=[C:10]2[CH2:9][O:8][CH2:7][C:6]3([O:17][C:20](=[O:21])[NH:22][C:12]3=[O:14])[C:5]2=[CH:4][CH:3]=1, predict the reactants needed to synthesize it. The reactants are: [Br:1][C:2]1[CH:11]=[C:10]2[C:5]([C:6]([OH:17])([C:12]([O:14]CC)=O)[CH2:7][O:8][CH2:9]2)=[CH:4][CH:3]=1.ClC(Cl)(Cl)[C:20]([N:22]=C=O)=[O:21].C(N(CC)CC)C. (5) Given the product [C:26]([N:23]1[CH2:24][CH2:25][C@@H:21]([NH:20][S:17]([C:15]2[CH:16]=[C:11]([NH:10][CH2:5][C:4]3[CH:7]=[CH:8][CH:9]=[C:2]([OH:1])[CH:3]=3)[CH:12]=[CH:13][C:14]=2[O:33][CH3:34])(=[O:19])=[O:18])[CH2:22]1)#[N:41], predict the reactants needed to synthesize it. The reactants are: [OH:1][C:2]1[CH:3]=[C:4]([CH:7]=[CH:8][CH:9]=1)[CH:5]=O.[NH2:10][C:11]1[CH:12]=[CH:13][C:14]([O:33][CH3:34])=[C:15]([S:17]([NH:20][C@@H:21]2[CH2:25][CH2:24][N:23]([C:26](OC(C)(C)C)=O)[CH2:22]2)(=[O:19])=[O:18])[CH:16]=1.C(O)C([NH2:41])(CO)CO.Cl.CCN(C(C)C)C(C)C.BrC#N. (6) Given the product [CH3:29][C:30]1[NH:31][C:32]2[C:37]([CH:38]=1)=[CH:36][C:35]([C:2]1[C:11]([N:12]3[CH2:17][CH2:16][N:15]([C:18]4[CH:23]=[CH:22][CH:21]=[CH:20][N:19]=4)[CH2:14][C@@H:13]3[CH3:24])=[N:10][C:9]3[C:4](=[CH:5][CH:6]=[C:7]([C:25]([O:27][CH3:28])=[O:26])[CH:8]=3)[N:3]=1)=[CH:34][CH:33]=2, predict the reactants needed to synthesize it. The reactants are: Br[C:2]1[C:11]([N:12]2[CH2:17][CH2:16][N:15]([C:18]3[CH:23]=[CH:22][CH:21]=[CH:20][N:19]=3)[CH2:14][C@@H:13]2[CH3:24])=[N:10][C:9]2[C:4](=[CH:5][CH:6]=[C:7]([C:25]([O:27][CH3:28])=[O:26])[CH:8]=2)[N:3]=1.[CH3:29][C:30]1[NH:31][C:32]2[C:37]([CH:38]=1)=[CH:36][C:35](B1OC(C)(C)C(C)(C)O1)=[CH:34][CH:33]=2.[O-]P([O-])([O-])=O.[K+].[K+].[K+].